From a dataset of Catalyst prediction with 721,799 reactions and 888 catalyst types from USPTO. Predict which catalyst facilitates the given reaction. (1) Reactant: Cl.[NH2:2][C@H:3]([C:10]1[CH:15]=[CH:14][CH:13]=[CH:12][C:11]=1[CH3:16])[CH2:4][C:5]([O:7][CH2:8][CH3:9])=[O:6].C(N(CC)CC)C.O.[F:25][C:26]1[CH:31]=[CH:30][CH:29]=[CH:28][C:27]=1[N:32]1[C:36]([O:37][CH3:38])=[CH:35][C:34]([C:39](Cl)=[O:40])=[N:33]1. Product: [F:25][C:26]1[CH:31]=[CH:30][CH:29]=[CH:28][C:27]=1[N:32]1[C:36]([O:37][CH3:38])=[CH:35][C:34]([C:39]([NH:2][C@H:3]([C:10]2[CH:15]=[CH:14][CH:13]=[CH:12][C:11]=2[CH3:16])[CH2:4][C:5]([O:7][CH2:8][CH3:9])=[O:6])=[O:40])=[N:33]1. The catalyst class is: 504. (2) Reactant: Br[CH2:2][C:3]([O:5][CH2:6][CH3:7])=[O:4].[NH:8]1[CH2:14][CH2:13][CH2:12][NH:11][CH2:10][CH2:9]1. Product: [CH2:6]([O:5][C:3](=[O:4])[CH2:2][N:8]1[CH2:14][CH2:13][CH2:12][NH:11][CH2:10][CH2:9]1)[CH3:7]. The catalyst class is: 9. (3) Reactant: C(N(CC)CC)C.[C:16](O[C:16]([O:18][C:19]([CH3:22])([CH3:21])[CH3:20])=[O:17])([O:18][C:19]([CH3:22])([CH3:21])[CH3:20])=[O:17].Cl.[CH2:24]1[C:33]2[C:28](=[CH:29][CH:30]=[C:31]([C:34]([O:36][CH3:37])=[O:35])[CH:32]=2)[CH2:27][CH2:26][NH:25]1.O. Product: [CH2:24]1[C:33]2[C:28](=[CH:29][CH:30]=[C:31]([C:34]([O:36][CH3:37])=[O:35])[CH:32]=2)[CH2:27][CH2:26][N:25]1[C:16]([O:18][C:19]([CH3:20])([CH3:21])[CH3:22])=[O:17]. The catalyst class is: 4. (4) Reactant: C1(C)C=CC(OCC(O)=O)=CC=1.[C:13]1([CH3:26])[CH:18]=[CH:17][CH:16]=[C:15]([O:19][CH2:20][C:21]([O:23]CC)=[O:22])[CH:14]=1.[OH-].[Na+]. Product: [C:13]1([CH3:26])[CH:18]=[CH:17][CH:16]=[C:15]([O:19][CH2:20][C:21]([OH:23])=[O:22])[CH:14]=1. The catalyst class is: 1. (5) Reactant: N[C:2]1[CH:23]=[CH:22][C:5]([O:6][C:7]2[C:16]([Br:17])=[CH:15][CH:14]=[C:13]3[C:8]=2[CH2:9][CH2:10][C@H:11]([CH3:21])[N:12]3[C:18](=[O:20])[CH3:19])=[C:4]([F:24])[CH:3]=1.C(O)(=O)C.N([O-])=O.[Na+].S(=O)(O)[O-].[Na+]. Product: [Br:17][C:16]1[C:7]([O:6][C:5]2[CH:22]=[CH:23][CH:2]=[CH:3][C:4]=2[F:24])=[C:8]2[C:13](=[CH:14][CH:15]=1)[N:12]([C:18](=[O:20])[CH3:19])[C@@H:11]([CH3:21])[CH2:10][CH2:9]2. The catalyst class is: 8.